From a dataset of Full USPTO retrosynthesis dataset with 1.9M reactions from patents (1976-2016). Predict the reactants needed to synthesize the given product. (1) Given the product [OH:15][C:8]1[C:9]([C:19]([O:20][CH2:21][CH3:22])=[O:23])=[CH:10][NH:26][C:3](=[O:4])[C:2]=1[CH3:1], predict the reactants needed to synthesize it. The reactants are: [CH3:1][CH:2]([C:8](=[O:15])[CH2:9][C:10](OCC)=O)[C:3](OCC)=[O:4].C(O[CH:19]([O:23]CC)[O:20][CH2:21][CH3:22])C.[NH3:26]. (2) Given the product [F:1][C:2]([F:10])([F:11])[C:3]1[CH:4]=[CH:5][C:6]([O:9][CH2:12][CH:14]2[CH2:15][O:16]2)=[CH:7][CH:8]=1, predict the reactants needed to synthesize it. The reactants are: [F:1][C:2]([F:11])([F:10])[C:3]1[CH:8]=[CH:7][C:6]([OH:9])=[CH:5][CH:4]=1.[CH2:12]([CH:14]1[O:16][CH2:15]1)Cl. (3) Given the product [CH:1]12[CH2:6][CH2:5][CH:4]([CH2:7][CH2:8]1)[CH2:3][CH:2]2[C:9]1([CH3:17])[N:13]([CH3:14])[C:12](=[O:15])[N:11]([CH2:19][C:20](=[O:21])[C:22]2[NH:23][CH:24]=[CH:25][CH:26]=2)[C:10]1=[O:16], predict the reactants needed to synthesize it. The reactants are: [CH:1]12[CH2:8][CH2:7][CH:4]([CH2:5][CH2:6]1)[CH2:3][CH:2]2[C:9]1([CH3:17])[N:13]([CH3:14])[C:12](=[O:15])[NH:11][C:10]1=[O:16].Br[CH2:19][C:20]([C:22]1[NH:23][CH:24]=[CH:25][CH:26]=1)=[O:21]. (4) Given the product [Cl:1][C:2]1[N:3]=[C:4]([N:14]2[CH2:19][CH2:18][O:17][CH2:16][CH2:15]2)[C:5]2[N:10]=[C:9]([C:11]([N:33]3[CH2:36][CH:35]([N:37]4[CH2:42][CH2:41][O:40][CH2:39][CH2:38]4)[CH2:34]3)=[O:13])[S:8][C:6]=2[N:7]=1, predict the reactants needed to synthesize it. The reactants are: [Cl:1][C:2]1[N:3]=[C:4]([N:14]2[CH2:19][CH2:18][O:17][CH2:16][CH2:15]2)[C:5]2[N:10]=[C:9]([C:11]([OH:13])=O)[S:8][C:6]=2[N:7]=1.C(Cl)(=O)C(Cl)=O.CCN(CC)CC.[NH:33]1[CH2:36][CH:35]([N:37]2[CH2:42][CH2:41][O:40][CH2:39][CH2:38]2)[CH2:34]1. (5) Given the product [OH:12][CH:11]([CH2:10][OH:9])[CH2:13][N:14]1[C:22]([C:23]2[S:24][CH:25]=[C:26]([CH3:28])[N:27]=2)=[C:21]2[C:16]([N:17]([CH3:32])[C:18](=[O:31])[N:19]([CH3:30])[C:20]2=[O:29])=[CH:15]1, predict the reactants needed to synthesize it. The reactants are: Cl.CCOCC.CC1(C)[O:12][CH:11]([CH2:13][N:14]2[C:22]([C:23]3[S:24][CH:25]=[C:26]([CH3:28])[N:27]=3)=[C:21]3[C:16]([N:17]([CH3:32])[C:18](=[O:31])[N:19]([CH3:30])[C:20]3=[O:29])=[CH:15]2)[CH2:10][O:9]1.O. (6) Given the product [F:21][C:10]([F:9])([F:20])[C:11]1[C:16]([C:17]([O:19][CH3:1])=[O:18])=[CH:15][N:14]=[CH:13][CH:12]=1, predict the reactants needed to synthesize it. The reactants are: [C:1](=O)([O-])[O-].[K+].[K+].CI.[F:9][C:10]([F:21])([F:20])[C:11]1[C:16]([C:17]([OH:19])=[O:18])=[CH:15][N:14]=[CH:13][CH:12]=1.O.